This data is from Catalyst prediction with 721,799 reactions and 888 catalyst types from USPTO. The task is: Predict which catalyst facilitates the given reaction. (1) Reactant: [NH2:1][C:2]1[CH:3]=[CH:4][CH:5]=[C:6]2[C:11]=1[CH2:10][N:9]([CH2:12][C:13]([NH:15][CH2:16][CH2:17][CH2:18][CH:19]([C:26]1[CH:31]=[CH:30][CH:29]=[CH:28][CH:27]=1)[C:20]1[CH:25]=[CH:24][CH:23]=[CH:22][CH:21]=1)=[O:14])[CH2:8][CH2:7]2.[CH3:32][S:33](Cl)(=[O:35])=[O:34].C(N(CC)CC)C. Product: [C:26]1([CH:19]([C:20]2[CH:25]=[CH:24][CH:23]=[CH:22][CH:21]=2)[CH2:18][CH2:17][CH2:16][NH:15][C:13](=[O:14])[CH2:12][N:9]2[CH2:8][CH2:7][C:6]3[C:11](=[C:2]([NH:1][S:33]([CH3:32])(=[O:35])=[O:34])[CH:3]=[CH:4][CH:5]=3)[CH2:10]2)[CH:27]=[CH:28][CH:29]=[CH:30][CH:31]=1. The catalyst class is: 2. (2) Reactant: C([Li])CCC.CCCCCC.C1C=CC(S(N(S(C2C=CC=CC=2)(=O)=O)F)(=O)=O)=CC=1.[F:32][C:33]1[CH:37]=[C:36]([CH2:38][O:39]COC)[S:35][C:34]=1[C:43]([F:46])([F:45])[F:44].COCOCC1SC(C(F)(F)F)=CC=1.Cl.C(=O)([O-])O.[Na+]. Product: [F:32][C:33]1[CH:37]=[C:36]([CH2:38][OH:39])[S:35][C:34]=1[C:43]([F:44])([F:45])[F:46]. The catalyst class is: 738. (3) Reactant: [ClH:1].[CH2:2]1[O:10][C:9]2[CH:8]=[CH:7][C:6]([CH3:11])=[CH:5][C:4]=2[O:3]1.[CH2:12]=O. Product: [CH2:2]1[O:10][C:9]2[CH:8]=[C:7]([CH3:12])[C:6]([CH2:11][Cl:1])=[CH:5][C:4]=2[O:3]1. The catalyst class is: 27. (4) Reactant: [CH3:1][S:2]([C:5]1[CH:6]=[C:7]([CH2:11][C:12]([O:14]C)=[O:13])[CH:8]=[CH:9][CH:10]=1)(=[O:4])=[O:3].[OH-].[Na+].Cl.O. Product: [CH3:1][S:2]([C:5]1[CH:6]=[C:7]([CH2:11][C:12]([OH:14])=[O:13])[CH:8]=[CH:9][CH:10]=1)(=[O:3])=[O:4]. The catalyst class is: 8. (5) Reactant: [Br:1][C:2]1[CH:22]=[CH:21][C:5]2[C:6]3[N:11]([CH:12]([CH3:14])[CH2:13][C:4]=2[CH:3]=1)[CH:10]=[C:9]([C:15]([O:17]CC)=[O:16])[C:8](=[O:20])[CH:7]=3.[Br:23][C:24]1[C:29]2[C:30]3[N:35]([CH:36]([CH3:38])[CH2:37][C:28]=2[CH:27]=[CH:26][CH:25]=1)[CH:34]=[C:33]([C:39]([O:41]CC)=[O:40])[C:32](=[O:44])[CH:31]=3.O[Li].O. Product: [Br:1][C:2]1[CH:22]=[CH:21][C:5]2[C:6]3[N:11]([CH:12]([CH3:14])[CH2:13][C:4]=2[CH:3]=1)[CH:10]=[C:9]([C:15]([OH:17])=[O:16])[C:8](=[O:20])[CH:7]=3.[Br:23][C:24]1[C:29]2[C:30]3[N:35]([CH:36]([CH3:38])[CH2:37][C:28]=2[CH:27]=[CH:26][CH:25]=1)[CH:34]=[C:33]([C:39]([OH:41])=[O:40])[C:32](=[O:44])[CH:31]=3. The catalyst class is: 24. (6) Reactant: [NH2:1][C:2]1[N:7]=[C:6]([C:8]([N:10]2[CH2:15][CH2:14][CH:13]([N:16]3[CH2:20][CH2:19][CH2:18][CH2:17]3)[CH2:12][CH2:11]2)=[O:9])[C:5]([CH3:21])=[CH:4][C:3]=1[C:22]1[CH:27]=[CH:26][CH:25]=[C:24]([C:28]([F:31])([F:30])[F:29])[CH:23]=1.CCN(CC)CC.[CH3:39][S:40](Cl)(=[O:42])=[O:41]. Product: [CH3:21][C:5]1[CH:4]=[C:3]([C:22]2[CH:27]=[CH:26][CH:25]=[C:24]([C:28]([F:31])([F:30])[F:29])[CH:23]=2)[C:2]([N:1]([S:40]([CH3:39])(=[O:42])=[O:41])[S:40]([CH3:39])(=[O:42])=[O:41])=[N:7][C:6]=1[C:8]([N:10]1[CH2:15][CH2:14][CH:13]([N:16]2[CH2:17][CH2:18][CH2:19][CH2:20]2)[CH2:12][CH2:11]1)=[O:9]. The catalyst class is: 239. (7) Reactant: [F:1][C:2]([F:24])([F:23])[C:3]([NH:5][C@H:6]([CH3:22])[CH2:7][C:8]1[CH:13]=[C:12]([O:14][CH3:15])[C:11]([CH2:16][CH2:17][CH2:18]O)=[CH:10][C:9]=1[O:20][CH3:21])=[O:4].C1(P(C2C=CC=CC=2)C2C=CC=CC=2)C=CC=CC=1.C(Br)(Br)(Br)[Br:45].C(O)C. Product: [Br:45][CH2:18][CH2:17][CH2:16][C:11]1[C:12]([O:14][CH3:15])=[CH:13][C:8]([CH2:7][C@H:6]([NH:5][C:3](=[O:4])[C:2]([F:24])([F:23])[F:1])[CH3:22])=[C:9]([O:20][CH3:21])[CH:10]=1. The catalyst class is: 2. (8) Reactant: [Cl:1][C:2]1[CH:7]=[CH:6][C:5]([N:8]2[C:16]([C:17]#N)=[C:15]3[C:10]([CH:11]=[C:12]([N+:22]([O-:24])=[O:23])[C:13]([CH:19]4[CH2:21][CH2:20]4)=[CH:14]3)=[N:9]2)=[CH:4][CH:3]=1.[OH2:25].[OH-:26].[Na+]. Product: [Cl:1][C:2]1[CH:7]=[CH:6][C:5]([N:8]2[C:16]([C:17]([OH:26])=[O:25])=[C:15]3[C:10]([CH:11]=[C:12]([N+:22]([O-:24])=[O:23])[C:13]([CH:19]4[CH2:21][CH2:20]4)=[CH:14]3)=[N:9]2)=[CH:4][CH:3]=1. The catalyst class is: 14. (9) Product: [C:32]12([CH:30]([OH:31])[CH2:29][NH:28][C:24]3[C:25]4[CH2:26][CH2:27][N:18]([C:16](=[O:17])[C@H:15]([NH2:14])[CH3:42])[CH2:19][C:20]=4[N:21]=[CH:22][N:23]=3)[CH2:33][CH:34]3[CH2:40][CH:38]([CH2:37][CH:36]([CH2:35]3)[CH2:41]1)[CH2:39]2. The catalyst class is: 2. Reactant: FC(F)(F)C(O)=O.C(OC(=O)[NH:14][C@H:15]([CH3:42])[C:16]([N:18]1[CH2:27][CH2:26][C:25]2[C:24]([NH:28][CH2:29][CH:30]([C:32]34[CH2:41][CH:36]5[CH2:37][CH:38]([CH2:40][CH:34]([CH2:35]5)[CH2:33]3)[CH2:39]4)[OH:31])=[N:23][CH:22]=[N:21][C:20]=2[CH2:19]1)=[O:17])(C)(C)C. (10) Reactant: Cl.[NH2:2][CH2:3][C:4]1[CH:12]=[CH:11][CH:10]=[C:9]2[C:5]=1[C:6](=[O:22])[N:7]([CH:14]1[CH2:19][CH2:18][C:17](=[O:20])[NH:16][C:15]1=[O:21])[C:8]2=[O:13].N12CCCN=C1CCCCC2.ON1C2C=CC=CC=2N=N1.CC1[O:46][C:47]([CH3:53])=[CH:48][C:49]=1[C:50](O)=[O:51].Cl.CN(C)[CH2:57][CH2:58][CH2:59]N=C=NCC. Product: [CH3:53][C:47]1[O:46][C:58]([CH3:57])=[CH:59][C:48]=1[CH2:49][C:50]([NH:2][CH2:3][C:4]1[CH:12]=[CH:11][CH:10]=[C:9]2[C:5]=1[C:6](=[O:22])[N:7]([CH:14]1[CH2:19][CH2:18][C:17](=[O:20])[NH:16][C:15]1=[O:21])[C:8]2=[O:13])=[O:51]. The catalyst class is: 10.